This data is from Forward reaction prediction with 1.9M reactions from USPTO patents (1976-2016). The task is: Predict the product of the given reaction. (1) Given the reactants Br[C:2]1[CH:3]=[C:4]([C:16]([F:19])([F:18])[F:17])[C:5]2[N:6]([C:8]([Cl:15])=[C:9]([C:11]([O:13][CH3:14])=[O:12])[N:10]=2)[CH:7]=1.[CH2:20](O)[CH2:21]C, predict the reaction product. The product is: [Cl:15][C:8]1[N:6]2[CH:7]=[C:2]([CH:20]=[CH2:21])[CH:3]=[C:4]([C:16]([F:19])([F:18])[F:17])[C:5]2=[N:10][C:9]=1[C:11]([O:13][CH3:14])=[O:12]. (2) Given the reactants [NH2:1][C:2]1[C:3]([C:22]#[N:23])=[C:4]([CH:19]=[CH:20][CH:21]=1)[O:5][CH2:6][CH:7]1[CH2:12][CH2:11][CH:10]([C:13]([NH:15][CH:16]([CH3:18])[CH3:17])=[O:14])[CH2:9][CH2:8]1.O=[C:25]([CH3:32])[CH2:26][C:27]([O:29][CH2:30][CH3:31])=[O:28], predict the reaction product. The product is: [NH2:23][C:22]1[C:3]2[C:2](=[CH:21][CH:20]=[CH:19][C:4]=2[O:5][CH2:6][CH:7]2[CH2:12][CH2:11][CH:10]([C:13](=[O:14])[NH:15][CH:16]([CH3:18])[CH3:17])[CH2:9][CH2:8]2)[N:1]=[C:25]([CH3:32])[C:26]=1[C:27]([O:29][CH2:30][CH3:31])=[O:28].